This data is from CYP3A4 inhibition data for predicting drug metabolism from PubChem BioAssay. The task is: Regression/Classification. Given a drug SMILES string, predict its absorption, distribution, metabolism, or excretion properties. Task type varies by dataset: regression for continuous measurements (e.g., permeability, clearance, half-life) or binary classification for categorical outcomes (e.g., BBB penetration, CYP inhibition). Dataset: cyp3a4_veith. (1) The molecule is CCCNc1[nH]c(=O)n(C)c(=O)c1N=O. The result is 0 (non-inhibitor). (2) The molecule is COc1cccc(Cn2c(=O)c(-c3cccs3)nc3cnc(N4CCNCC4)nc32)c1. The result is 1 (inhibitor).